Dataset: Catalyst prediction with 721,799 reactions and 888 catalyst types from USPTO. Task: Predict which catalyst facilitates the given reaction. (1) Reactant: [NH2:1][CH2:2][CH:3]([C:18]1[CH:23]=[CH:22][C:21]([Cl:24])=[C:20]([Cl:25])[CH:19]=1)[CH:4]([C:6]1[CH:11]=[CH:10][CH:9]=[C:8]([N:12]2[CH2:17][CH2:16][O:15][CH2:14][CH2:13]2)[CH:7]=1)[OH:5].[C:26](Cl)(=[O:30])[O:27][CH2:28][CH3:29]. Product: [Cl:25][C:20]1[CH:19]=[C:18]([CH:3]([CH:4]([OH:5])[C:6]2[CH:11]=[CH:10][CH:9]=[C:8]([N:12]3[CH2:13][CH2:14][O:15][CH2:16][CH2:17]3)[CH:7]=2)[CH2:2][NH:1][C:26](=[O:30])[O:27][CH2:28][CH3:29])[CH:23]=[CH:22][C:21]=1[Cl:24]. The catalyst class is: 2. (2) Reactant: C1N=CN(C(N2C=NC=C2)=O)C=1.[O:13]=[C:14]1[CH2:17][CH:16]([C:18]([OH:20])=O)[CH2:15]1.[CH3:21][NH:22][CH2:23][C:24]1[CH:29]=[CH:28][CH:27]=[CH:26][CH:25]=1. Product: [CH2:23]([N:22]([CH3:21])[C:18]([CH:16]1[CH2:15][C:14](=[O:13])[CH2:17]1)=[O:20])[C:24]1[CH:29]=[CH:28][CH:27]=[CH:26][CH:25]=1. The catalyst class is: 1. (3) Reactant: [OH:1][C:2]1[CH:19]=[CH:18][C:17]2[C@@H:16]3[C@H:7]([C@H:8]4[C@@:12]([CH2:14][CH2:15]3)([CH3:13])[C:11](=[O:20])[CH2:10][CH2:9]4)[CH2:6][CH2:5][C:4]=2[CH:3]=1.[Si:21](Cl)([C:24]([CH3:27])([CH3:26])[CH3:25])([CH3:23])[CH3:22].N1C=CN=C1.O. Product: [Si:21]([O:1][C:2]1[CH:19]=[CH:18][C:17]2[C@@H:16]3[C@H:7]([C@H:8]4[C@@:12]([CH2:14][CH2:15]3)([CH3:13])[C:11](=[O:20])[CH2:10][CH2:9]4)[CH2:6][CH2:5][C:4]=2[CH:3]=1)([C:24]([CH3:27])([CH3:26])[CH3:25])([CH3:23])[CH3:22]. The catalyst class is: 4. (4) Reactant: [O:1]=[C:2]([NH:22][C:23]1[CH:28]=[CH:27][C:26]([O:29][C:30]2[CH:35]=[CH:34][CH:33]=[CH:32][CH:31]=2)=[CH:25][CH:24]=1)[CH2:3][N:4]1[CH2:10][CH2:9][CH2:8][N:7]([CH2:11][C:12]2[CH:21]=[CH:20][C:15]([C:16]([O:18]C)=[O:17])=[CH:14][CH:13]=2)[CH2:6][CH2:5]1.[OH-].[Li+]. The catalyst class is: 1. Product: [O:1]=[C:2]([NH:22][C:23]1[CH:28]=[CH:27][C:26]([O:29][C:30]2[CH:35]=[CH:34][CH:33]=[CH:32][CH:31]=2)=[CH:25][CH:24]=1)[CH2:3][N:4]1[CH2:10][CH2:9][CH2:8][N:7]([CH2:11][C:12]2[CH:13]=[CH:14][C:15]([C:16]([OH:18])=[O:17])=[CH:20][CH:21]=2)[CH2:6][CH2:5]1. (5) Reactant: [CH3:1][O:2][C:3]([C:5]1[S:6][C:7]([C:11]([OH:13])=O)=[CH:8][C:9]=1[CH3:10])=[O:4].C(N(CC)CC)C.CN(C(ON1N=NC2C=CC=CC1=2)=[N+](C)C)C.F[P-](F)(F)(F)(F)F.C1C=CC2N(O)N=NC=2C=1.[NH2:55][CH2:56][C:57]1[CH:58]=[CH:59][C:60]([F:64])=[C:61]([OH:63])[CH:62]=1. Product: [CH3:1][O:2][C:3]([C:5]1[S:6][C:7]([C:11](=[O:13])[NH:55][CH2:56][C:57]2[CH:58]=[CH:59][C:60]([F:64])=[C:61]([OH:63])[CH:62]=2)=[CH:8][C:9]=1[CH3:10])=[O:4]. The catalyst class is: 3. (6) Reactant: [N+:1]([C:4]1[CH:5]=[C:6]2[C:11](=[CH:12][CH:13]=1)[C:10](=[O:14])[N:9]([C:15]1[CH:20]=[CH:19][C:18]([C:21]([CH3:24])([CH3:23])[CH3:22])=[CH:17][CH:16]=1)[N:8]=[C:7]2[NH:25][C:26]1[N:27](C(C)(C)C)[N:28]=[C:29]([CH3:31])[CH:30]=1)([O-:3])=[O:2]. Product: [C:21]([C:18]1[CH:19]=[CH:20][C:15]([N:9]2[N:8]=[C:7]([NH:25][C:26]3[NH:27][N:28]=[C:29]([CH3:31])[CH:30]=3)[C:6]3[C:11](=[CH:12][CH:13]=[C:4]([N+:1]([O-:3])=[O:2])[CH:5]=3)[C:10]2=[O:14])=[CH:16][CH:17]=1)([CH3:24])([CH3:22])[CH3:23]. The catalyst class is: 106.